Dataset: Reaction yield outcomes from USPTO patents with 853,638 reactions. Task: Predict the reaction yield, written as a fraction of the theoretical maximum amount of product (1.0 means a 100% yield; for example, 0.34 means a 34% yield). (1) The yield is 0.520. The catalyst is O1CCCC1. The product is [I:22][CH2:23][C:13]1([C:18]([O:20][CH3:21])=[O:19])[CH2:17][CH2:16][CH2:15][CH2:14]1. The reactants are C(NC(C)C)(C)C.C([Li])CCC.[CH:13]1([C:18]([O:20][CH3:21])=[O:19])[CH2:17][CH2:16][CH2:15][CH2:14]1.[I:22][CH2:23]I. (2) The reactants are [C:1]([O:10]N1C(=O)CCC1=O)([O:3][CH2:4][CH2:5][Si:6]([CH3:9])([CH3:8])[CH3:7])=O.[Si:18]([O:25][CH:26]1[CH2:31][CH2:30][CH:29]([CH2:32][C@H:33]([NH:37][C:38](=[O:44])[O:39][C:40]([CH3:43])([CH3:42])[CH3:41])[CH2:34][NH:35][CH3:36])[CH2:28][CH2:27]1)([C:21]([CH3:24])([CH3:23])[CH3:22])([CH3:20])[CH3:19].C([O-])([O-])=O.[K+].[K+]. The catalyst is O.C(Cl)Cl. The product is [Si:18]([O:25][CH:26]1[CH2:27][CH2:28][CH:29]([CH2:32][C@H:33]([NH:37][C:38](=[O:44])[O:39][C:40]([CH3:43])([CH3:42])[CH3:41])[CH2:34][N:35]([CH3:36])[C:1]([O:3][CH2:4][CH2:5][Si:6]([CH3:7])([CH3:8])[CH3:9])=[O:10])[CH2:30][CH2:31]1)([C:21]([CH3:23])([CH3:24])[CH3:22])([CH3:20])[CH3:19]. The yield is 0.700.